From a dataset of Forward reaction prediction with 1.9M reactions from USPTO patents (1976-2016). Predict the product of the given reaction. (1) The product is: [Cl:1][CH2:2][CH2:3][O:4][CH2:5][CH2:6][O:7][CH:26]1[CH2:27][CH2:28][CH2:29][CH2:30][O:25]1. Given the reactants [Cl:1][CH2:2][CH2:3][O:4][CH2:5][CH2:6][OH:7].C1(C)C=CC(S([O-])(=O)=O)=CC=1.[NH+]1C=CC=CC=1.[O:25]1[CH:30]=[CH:29][CH2:28][CH2:27][CH2:26]1, predict the reaction product. (2) Given the reactants CC1(C)C(C)(C)OB([C:9]2[CH:14]=[CH:13][C:12]([NH2:15])=[CH:11][CH:10]=2)O1.[C:17]([O:21][C:22](=[O:43])[CH:23]([NH:33][C:34](=[O:42])[C:35]1[CH:40]=[CH:39][C:38](Br)=[CH:37][CH:36]=1)[CH2:24][CH2:25][C:26]([O:28][C:29]([CH3:32])([CH3:31])[CH3:30])=[O:27])([CH3:20])([CH3:19])[CH3:18].C([O-])([O-])=O.[K+].[K+].CCOC(C)=O.CCCCCC, predict the reaction product. The product is: [C:17]([O:21][C:22](=[O:43])[CH:23]([NH:33][C:34]([C:35]1[CH:36]=[CH:37][C:38]([C:9]2[CH:10]=[CH:11][C:12]([NH2:15])=[CH:13][CH:14]=2)=[CH:39][CH:40]=1)=[O:42])[CH2:24][CH2:25][C:26]([O:28][C:29]([CH3:32])([CH3:31])[CH3:30])=[O:27])([CH3:18])([CH3:19])[CH3:20]. (3) Given the reactants [N:1]1([C:8]2[C:9]([C:22]3[S:26][C:25]4[CH:27]=[CH:28][CH:29]=[CH:30][C:24]=4[CH:23]=3)=[N:10][C:11]3[C:16]([N:17]=2)=[CH:15][C:14]([C:18]([O:20]C)=[O:19])=[CH:13][CH:12]=3)[CH2:7][CH2:6][CH2:5][CH2:4][CH2:3][CH2:2]1.[OH-].[Na+].Cl, predict the reaction product. The product is: [N:1]1([C:8]2[C:9]([C:22]3[S:26][C:25]4[CH:27]=[CH:28][CH:29]=[CH:30][C:24]=4[CH:23]=3)=[N:10][C:11]3[C:16]([N:17]=2)=[CH:15][C:14]([C:18]([OH:20])=[O:19])=[CH:13][CH:12]=3)[CH2:2][CH2:3][CH2:4][CH2:5][CH2:6][CH2:7]1. (4) Given the reactants [OH:1][CH:2]([C:28]([CH3:31])([CH3:30])[CH3:29])[CH2:3][O:4][C:5]1[CH:10]=[CH:9][C:8]([C:11]([C:16]2[CH:25]=[CH:24][C:19]([C:20]([O:22][CH3:23])=[O:21])=[C:18]([CH3:26])[CH:17]=2)([CH2:14][CH3:15])[CH2:12][CH3:13])=[CH:7][C:6]=1[CH3:27].N1C=CN=C1.[CH3:37][C:38]([Si:41](Cl)([CH3:43])[CH3:42])([CH3:40])[CH3:39], predict the reaction product. The product is: [Si:41]([O:1][CH:2]([C:28]([CH3:29])([CH3:31])[CH3:30])[CH2:3][O:4][C:5]1[CH:10]=[CH:9][C:8]([C:11]([C:16]2[CH:25]=[CH:24][C:19]([C:20]([O:22][CH3:23])=[O:21])=[C:18]([CH3:26])[CH:17]=2)([CH2:12][CH3:13])[CH2:14][CH3:15])=[CH:7][C:6]=1[CH3:27])([C:38]([CH3:40])([CH3:39])[CH3:37])([CH3:43])[CH3:42]. (5) Given the reactants [N+:1]([O-:4])(O)=[O:2].S([O:9][C:10]1[CH:15]=[CH:14][C:13]([CH2:16][CH:17]2[CH2:22][CH2:21][NH:20][CH2:19][CH2:18]2)=[CH:12][C:11]=1[F:23])(O)(=O)=O.C(OC(=O)C)(=O)C.[C:31](O[C:31]([O:33][C:34]([CH3:37])([CH3:36])[CH3:35])=[O:32])([O:33][C:34]([CH3:37])([CH3:36])[CH3:35])=[O:32], predict the reaction product. The product is: [C:34]([O:33][C:31]([N:20]1[CH2:21][CH2:22][CH:17]([CH2:16][C:13]2[CH:14]=[C:15]([N+:1]([O-:4])=[O:2])[C:10]([OH:9])=[C:11]([F:23])[CH:12]=2)[CH2:18][CH2:19]1)=[O:32])([CH3:37])([CH3:36])[CH3:35]. (6) Given the reactants C[O:2][C:3](=[O:16])[C:4]1[CH:9]=[CH:8][C:7]([O:10][CH2:11][CH2:12][CH2:13]Br)=[CH:6][C:5]=1[OH:15].[F:17][C:18]([F:33])([F:32])[C:19]1[CH:20]=[C:21]([CH:25]=[C:26]([C:28]([F:31])([F:30])[F:29])[CH:27]=1)[CH:22]=[N:23][OH:24], predict the reaction product. The product is: [F:17][C:18]([F:32])([F:33])[C:19]1[CH:20]=[C:21](/[CH:22]=[N:23]/[O:24][CH2:13][CH2:12][CH2:11][O:10][C:7]2[CH:8]=[CH:9][C:4]([C:3]([OH:2])=[O:16])=[C:5]([OH:15])[CH:6]=2)[CH:25]=[C:26]([C:28]([F:30])([F:31])[F:29])[CH:27]=1. (7) Given the reactants [OH:1][CH:2]([C:24]1[C:25]([CH3:34])=[C:26]2[C:30](=[CH:31][CH:32]=1)[CH:29]([OH:33])[O:28][CH2:27]2)[C:3]([N:6]1[CH2:23][CH2:22][C:9]2([C:13](=[O:14])[N:12]([C:15]3[CH2:16][O:17][C:18](=[O:21])[C:19]=3[CH3:20])[CH2:11][CH2:10]2)[CH2:8][CH2:7]1)([CH3:5])[CH3:4].C1C=C[NH+]=CC=1.[O-][Cr](Cl)(=O)=O, predict the reaction product. The product is: [OH:1][CH:2]([C:24]1[C:25]([CH3:34])=[C:26]2[C:30](=[CH:31][CH:32]=1)[C:29](=[O:33])[O:28][CH2:27]2)[C:3]([N:6]1[CH2:7][CH2:8][C:9]2([C:13](=[O:14])[N:12]([C:15]3[CH2:16][O:17][C:18](=[O:21])[C:19]=3[CH3:20])[CH2:11][CH2:10]2)[CH2:22][CH2:23]1)([CH3:4])[CH3:5].